Task: Predict which catalyst facilitates the given reaction.. Dataset: Catalyst prediction with 721,799 reactions and 888 catalyst types from USPTO (1) Reactant: [NH:1]1[CH2:6][CH2:5][O:4][C@H:3]([C:7]2[CH:8]=[CH:9][C:10]([NH2:13])=[N:11][CH:12]=2)[CH2:2]1.[C:14]1([CH2:20][CH2:21][CH:22]=O)[CH:19]=[CH:18][CH:17]=[CH:16][CH:15]=1.C(O[BH-](OC(=O)C)OC(=O)C)(=O)C.[Na+]. Product: [C:14]1([CH2:20][CH2:21][CH2:22][N:1]2[CH2:6][CH2:5][O:4][C@H:3]([C:7]3[CH:8]=[CH:9][C:10]([NH2:13])=[N:11][CH:12]=3)[CH2:2]2)[CH:19]=[CH:18][CH:17]=[CH:16][CH:15]=1. The catalyst class is: 685. (2) Reactant: [C:1](=[O:39])([O:9][CH:10]([CH2:21][CH2:22][CH2:23][CH2:24][CH2:25][CH2:26][CH2:27]/[CH:28]=[CH:29]\[CH2:30][C@H:31]([OH:38])[CH2:32][CH2:33][CH2:34][CH2:35][CH2:36][CH3:37])[CH2:11][CH2:12][CH2:13][CH2:14][CH2:15][CH2:16][CH2:17][CH2:18][CH2:19][CH3:20])[O:2][CH2:3][CH2:4][CH2:5][N:6]([CH3:8])[CH3:7].O.C1(C)C=CC(S(O)(=O)=O)=CC=1.[O:52]1[CH:56]=[CH:55][CH2:54][CH2:53]1. The catalyst class is: 4. Product: [C:1](=[O:39])([O:9][CH:10]([CH2:21][CH2:22][CH2:23][CH2:24][CH2:25][CH2:26][CH2:27]/[CH:28]=[CH:29]\[CH2:30][C@H:31]([O:38][CH:53]1[CH2:54][CH2:55][CH2:56][O:52]1)[CH2:32][CH2:33][CH2:34][CH2:35][CH2:36][CH3:37])[CH2:11][CH2:12][CH2:13][CH2:14][CH2:15][CH2:16][CH2:17][CH2:18][CH2:19][CH3:20])[O:2][CH2:3][CH2:4][CH2:5][N:6]([CH3:8])[CH3:7]. (3) The catalyst class is: 4. Reactant: [Br:1][C:2]1[CH:10]=[CH:9][C:5]([C:6]([OH:8])=O)=[C:4]([CH2:11][O:12][C:13]2[CH:18]=[C:17]([F:19])[CH:16]=[C:15]([F:20])[CH:14]=2)[CH:3]=1.FC(F)(F)C(OC(=O)C(F)(F)F)=O.[OH-].[Na+].C(=O)([O-])O.[Na+]. Product: [Br:1][C:2]1[CH:10]=[CH:9][C:5]2[C:6](=[O:8])[C:14]3[C:15]([F:20])=[CH:16][C:17]([F:19])=[CH:18][C:13]=3[O:12][CH2:11][C:4]=2[CH:3]=1. (4) Reactant: C1COCC1.[Br:6][C:7]1[CH:8]=[C:9]([C:17](OC)=[O:18])[C:10]2[C:15]([CH:16]=1)=[CH:14][CH:13]=[CH:12][CH:11]=2.[H-].[Al+3].[Li+].[H-].[H-].[H-].[C@H](O)(C([O-])=O)[C@@H](O)C([O-])=O.[Na+].[K+]. Product: [Br:6][C:7]1[CH:8]=[C:9]([CH2:17][OH:18])[C:10]2[C:15]([CH:16]=1)=[CH:14][CH:13]=[CH:12][CH:11]=2. The catalyst class is: 41. (5) Reactant: [NH2:1][C:2]1[CH:3]=[N:4][C:5]([C:8]([F:11])([F:10])[F:9])=[CH:6][CH:7]=1.N1C=CC=CC=1.Cl[C:19]([O:21][C:22]1[CH:27]=[CH:26][CH:25]=[CH:24][CH:23]=1)=[O:20]. Product: [C:22]1([O:21][C:19](=[O:20])[NH:1][C:2]2[CH:3]=[N:4][C:5]([C:8]([F:11])([F:9])[F:10])=[CH:6][CH:7]=2)[CH:27]=[CH:26][CH:25]=[CH:24][CH:23]=1. The catalyst class is: 7. (6) Reactant: [N+](C1C=CC=CC=1S([N:13]1[CH2:18][CH2:17][N:16]([C:19]2([C:22]([O:24][CH3:25])=[O:23])[CH2:21][CH2:20]2)[CH2:15][CH2:14]1)(=O)=O)([O-])=O.C(=O)([O-])[O-].[K+].[K+].C1(S)C=CC=CC=1.Br[C:40]1[CH:45]=[CH:44][C:43]([C:46]([F:49])([F:48])[F:47])=[CH:42][N:41]=1. Product: [F:47][C:46]([F:49])([F:48])[C:43]1[CH:44]=[CH:45][C:40]([N:13]2[CH2:14][CH2:15][N:16]([C:19]3([C:22]([O:24][CH3:25])=[O:23])[CH2:20][CH2:21]3)[CH2:17][CH2:18]2)=[N:41][CH:42]=1. The catalyst class is: 42. (7) Reactant: C1(P(=O)(C2C=CC=CC=2)C2C=CC=CC=2)C=CC=CC=1.F[C:30](F)(F)[S:27](O[S:27]([C:30](F)(F)F)(=[O:29])=[O:28])(=[O:29])=[O:28].C([S:43][CH:44]([CH2:77][N:78]1[CH2:83][CH2:82][N:81]([S:84]([CH3:87])(=[O:86])=[O:85])[CH2:80][CH2:79]1)[CH2:45][NH:46][C:47]([C:49]1[NH:50][C:51]2[C:56]([CH:57]=1)=[CH:55][C:54]([O:58][CH2:59][CH2:60][CH2:61]S(C)(=O)=O)=[CH:53][C:52]=2[N:66]([CH3:76])[S:67]([C:70]1[CH:75]=[CH:74][CH:73]=[CH:72][N:71]=1)(=[O:69])=[O:68])=O)C1C=CC=CC=1. Product: [CH3:76][N:66]([C:52]1[CH:53]=[C:54]([O:58][CH2:59][CH2:60][CH2:61][S:27]([CH3:30])(=[O:28])=[O:29])[CH:55]=[C:56]2[C:51]=1[NH:50][C:49]([C:47]1[S:43][CH:44]([CH2:77][N:78]3[CH2:79][CH2:80][N:81]([S:84]([CH3:87])(=[O:85])=[O:86])[CH2:82][CH2:83]3)[CH2:45][N:46]=1)=[CH:57]2)[S:67]([C:70]1[CH:75]=[CH:74][CH:73]=[CH:72][N:71]=1)(=[O:68])=[O:69]. The catalyst class is: 96. (8) Reactant: [OH:1][CH2:2][CH:3]1[O:8][C:7]2[C:9]3[C:14]([C:15](=[O:18])[C:16](=[O:17])[C:6]=2[S:5][CH2:4]1)=[CH:13][CH:12]=[CH:11][CH:10]=3.[F:19][C:20]1[CH:25]=[CH:24][C:23]([N:26]=[C:27]=[O:28])=[CH:22][CH:21]=1.C(=O)([O-])[O-].[K+].[K+]. Product: [F:19][C:20]1[CH:25]=[CH:24][C:23]([NH:26][C:27](=[O:28])[O:1][CH2:2][CH:3]2[O:8][C:7]3[C:9]4[C:14]([C:15](=[O:18])[C:16](=[O:17])[C:6]=3[S:5][CH2:4]2)=[CH:13][CH:12]=[CH:11][CH:10]=4)=[CH:22][CH:21]=1. The catalyst class is: 9. (9) Reactant: C(O[BH-](OC(=O)C)OC(=O)C)(=O)C.[Na+].[Cl:15][C:16]1[CH:17]=[C:18]([CH:32]=[CH:33][C:34]=1[Cl:35])[CH2:19][NH:20][C:21]([NH:23][C:24]1[S:25][CH:26]=[C:27]([CH2:29][NH:30][CH3:31])[N:28]=1)=[O:22].[CH3:36][C:37]1[C:41]([CH:42]=O)=[C:40]([CH3:44])[O:39][N:38]=1.Cl.C([O-])(O)=O.[Na+]. Product: [Cl:15][C:16]1[CH:17]=[C:18]([CH:32]=[CH:33][C:34]=1[Cl:35])[CH2:19][NH:20][C:21]([NH:23][C:24]1[S:25][CH:26]=[C:27]([CH2:29][N:30]([CH2:42][C:41]2[C:37]([CH3:36])=[N:38][O:39][C:40]=2[CH3:44])[CH3:31])[N:28]=1)=[O:22]. The catalyst class is: 61.